Task: Regression. Given two drug SMILES strings and cell line genomic features, predict the synergy score measuring deviation from expected non-interaction effect.. Dataset: NCI-60 drug combinations with 297,098 pairs across 59 cell lines (1) Drug 1: C1=CN(C(=O)N=C1N)C2C(C(C(O2)CO)O)O.Cl. Drug 2: C1CC(=O)NC(=O)C1N2C(=O)C3=CC=CC=C3C2=O. Cell line: HL-60(TB). Synergy scores: CSS=37.4, Synergy_ZIP=0.764, Synergy_Bliss=4.09, Synergy_Loewe=-28.4, Synergy_HSA=3.09. (2) Synergy scores: CSS=30.8, Synergy_ZIP=-4.41, Synergy_Bliss=-4.12, Synergy_Loewe=-5.66, Synergy_HSA=-5.95. Drug 2: CNC(=O)C1=NC=CC(=C1)OC2=CC=C(C=C2)NC(=O)NC3=CC(=C(C=C3)Cl)C(F)(F)F. Drug 1: CN1CCC(CC1)COC2=C(C=C3C(=C2)N=CN=C3NC4=C(C=C(C=C4)Br)F)OC. Cell line: SK-MEL-2. (3) Drug 1: CC1=C2C(C(=O)C3(C(CC4C(C3C(C(C2(C)C)(CC1OC(=O)C(C(C5=CC=CC=C5)NC(=O)C6=CC=CC=C6)O)O)OC(=O)C7=CC=CC=C7)(CO4)OC(=O)C)O)C)OC(=O)C. Drug 2: C1CN1C2=NC(=NC(=N2)N3CC3)N4CC4. Cell line: U251. Synergy scores: CSS=33.4, Synergy_ZIP=-9.57, Synergy_Bliss=-16.9, Synergy_Loewe=-16.2, Synergy_HSA=-13.4. (4) Drug 1: CC1=CC=C(C=C1)C2=CC(=NN2C3=CC=C(C=C3)S(=O)(=O)N)C(F)(F)F. Drug 2: CC(C)(C#N)C1=CC(=CC(=C1)CN2C=NC=N2)C(C)(C)C#N. Cell line: HCT116. Synergy scores: CSS=-5.08, Synergy_ZIP=11.3, Synergy_Bliss=5.77, Synergy_Loewe=-6.27, Synergy_HSA=-5.65.